Dataset: NCI-60 drug combinations with 297,098 pairs across 59 cell lines. Task: Regression. Given two drug SMILES strings and cell line genomic features, predict the synergy score measuring deviation from expected non-interaction effect. (1) Drug 1: CN(C)C1=NC(=NC(=N1)N(C)C)N(C)C. Drug 2: C1CNP(=O)(OC1)N(CCCl)CCCl. Cell line: HCT-15. Synergy scores: CSS=-3.99, Synergy_ZIP=1.67, Synergy_Bliss=0.945, Synergy_Loewe=-3.09, Synergy_HSA=-2.56. (2) Drug 1: CC1C(C(=O)NC(C(=O)N2CCCC2C(=O)N(CC(=O)N(C(C(=O)O1)C(C)C)C)C)C(C)C)NC(=O)C3=C4C(=C(C=C3)C)OC5=C(C(=O)C(=C(C5=N4)C(=O)NC6C(OC(=O)C(N(C(=O)CN(C(=O)C7CCCN7C(=O)C(NC6=O)C(C)C)C)C)C(C)C)C)N)C. Drug 2: CC1=C(C(=O)C2=C(C1=O)N3CC4C(C3(C2COC(=O)N)OC)N4)N. Cell line: SF-539. Synergy scores: CSS=52.7, Synergy_ZIP=-3.38, Synergy_Bliss=-0.696, Synergy_Loewe=2.21, Synergy_HSA=2.51.